This data is from Full USPTO retrosynthesis dataset with 1.9M reactions from patents (1976-2016). The task is: Predict the reactants needed to synthesize the given product. (1) Given the product [OH:18][C:19]1([C:25]2[S:26][CH:27]=[CH:28][CH:29]=2)[CH2:20][CH2:21][N:22]([CH:2]([CH3:17])[C:3]([C:5]2[CH:6]=[CH:7][C:8]3[NH:14][C:13](=[O:15])[CH2:12][CH2:11][CH2:10][C:9]=3[CH:16]=2)=[O:4])[CH2:23][CH2:24]1, predict the reactants needed to synthesize it. The reactants are: Cl[CH:2]([CH3:17])[C:3]([C:5]1[CH:6]=[CH:7][C:8]2[NH:14][C:13](=[O:15])[CH2:12][CH2:11][CH2:10][C:9]=2[CH:16]=1)=[O:4].[OH:18][C:19]1([C:25]2[S:26][CH:27]=[CH:28][CH:29]=2)[CH2:24][CH2:23][NH:22][CH2:21][CH2:20]1.[I-].[Na+].C(N(CC)CC)C. (2) Given the product [F:30][C:31]([F:33])([F:32])[C:27]([C:24]1[CH:25]=[N:26][C:21]([O:20][CH3:19])=[CH:22][CH:23]=1)([OH:29])[CH3:28], predict the reactants needed to synthesize it. The reactants are: [F-].C([N+](CCCC)(CCCC)CCCC)CCC.[CH3:19][O:20][C:21]1[N:26]=[CH:25][C:24]([C:27](=[O:29])[CH3:28])=[CH:23][CH:22]=1.[F:30][C:31]([Si](C)(C)C)([F:33])[F:32].[NH4+].[Cl-]. (3) The reactants are: Cl[C:2]1[CH:7]=[CH:6][C:5]([N+:8]([O-])=O)=[CH:4][N:3]=1.[OH:11][C:12]1[CH:21]=[CH:20][C:15]([C:16]([O:18][CH3:19])=[O:17])=[CH:14][CH:13]=1. Given the product [NH2:8][C:5]1[CH:6]=[CH:7][C:2]([O:11][C:12]2[CH:13]=[CH:14][C:15]([C:16]([O:18][CH3:19])=[O:17])=[CH:20][CH:21]=2)=[N:3][CH:4]=1, predict the reactants needed to synthesize it. (4) Given the product [CH3:1][N:2]([CH3:9])[C@@H:3]1[CH2:7][N:6]([C:13]2[CH:12]=[C:11]([NH2:10])[C:16]([N+:17]([O-:19])=[O:18])=[CH:15][CH:14]=2)[C@@H:5]([CH3:8])[CH2:4]1, predict the reactants needed to synthesize it. The reactants are: [CH3:1][N:2]([CH3:9])[C@@H:3]1[CH2:7][NH:6][C@@H:5]([CH3:8])[CH2:4]1.[NH2:10][C:11]1[C:16]([N+:17]([O-:19])=[O:18])=[CH:15][CH:14]=[C:13](F)[CH:12]=1.CCN(CC)CC. (5) Given the product [F:1][C:2]1[CH:3]=[C:4]([S:12][C@H:18]2[CH2:21][C@H:20]([C:22]([O:24][CH3:25])=[O:23])[CH2:19]2)[CH:5]=[C:6]([C:8]([F:9])([F:10])[F:11])[CH:7]=1, predict the reactants needed to synthesize it. The reactants are: [F:1][C:2]1[CH:3]=[C:4]([SH:12])[CH:5]=[C:6]([C:8]([F:11])([F:10])[F:9])[CH:7]=1.CS(O[CH:18]1[CH2:21][CH:20]([C:22]([O:24][CH3:25])=[O:23])[CH2:19]1)(=O)=O.C([O-])([O-])=O.[K+].[K+].